Dataset: Reaction yield outcomes from USPTO patents with 853,638 reactions. Task: Predict the reaction yield, written as a fraction of the theoretical maximum amount of product (1.0 means a 100% yield; for example, 0.34 means a 34% yield). The reactants are CC1(C)[O:6][C@@H:5]([C@@H:7]([OH:28])[C@@H:8]([OH:27])[CH2:9][N:10]2[C:19]3[CH:18]=[CH:17][CH:16]=[C:15]4[C:20]([CH3:24])([CH3:23])[CH2:21][CH2:22][N:13]([C:14]=34)[C:12](=[O:25])[C:11]2=[O:26])[CH2:4][O:3]1. The catalyst is C(O)(=O)C.O. The product is [CH3:23][C:20]1([CH3:24])[C:15]2[C:14]3[N:13]([C:12](=[O:25])[C:11](=[O:26])[N:10]([CH2:9][C@H:8]([OH:27])[C@H:7]([OH:28])[C@H:5]([OH:6])[CH2:4][OH:3])[C:19]=3[CH:18]=[CH:17][CH:16]=2)[CH2:22][CH2:21]1. The yield is 0.640.